This data is from Reaction yield outcomes from USPTO patents with 853,638 reactions. The task is: Predict the reaction yield, written as a fraction of the theoretical maximum amount of product (1.0 means a 100% yield; for example, 0.34 means a 34% yield). (1) The reactants are [CH3:1][O:2][C:3]([C:5]1[C:13]([NH:14][C:15]2[CH:20]=[CH:19][C:18]([Br:21])=[CH:17][C:16]=2[Cl:22])=[C:12]([F:23])[C:8]2[N:9]=[CH:10][NH:11][C:7]=2[CH:6]=1)=[O:4].IC.[C:26](=O)([O-])[O-].[K+].[K+]. The catalyst is CN(C)C=O.C(OCC)(=O)C. The product is [CH3:1][O:2][C:3]([C:5]1[C:13]([NH:14][C:15]2[CH:20]=[CH:19][C:18]([Br:21])=[CH:17][C:16]=2[Cl:22])=[C:12]([F:23])[C:8]2[N:9]=[CH:10][N:11]([CH3:26])[C:7]=2[CH:6]=1)=[O:4]. The yield is 0.360. (2) The reactants are [N:1]1[C:6]([NH2:7])=[CH:5][CH:4]=[CH:3][C:2]=1[NH2:8].[F:9][C:10]([F:20])([F:19])[C:11](=O)[CH2:12][C:13](OCC)=[O:14].OS(O)(=O)=O.[OH-].[Na+]. No catalyst specified. The product is [NH2:7][C:6]1[N:1]=[C:2]2[C:3]([C:11]([C:10]([F:20])([F:19])[F:9])=[CH:12][C:13]([OH:14])=[N:8]2)=[CH:4][CH:5]=1. The yield is 0.829. (3) The reactants are Br[C:2]1[C:6]2[C:7]([NH2:12])=[N:8][CH:9]=[C:10](I)[C:5]=2[S:4][CH:3]=1.[CH2:13]([O:16][C:17]1[CH:22]=[CH:21][CH:20]=[CH:19][CH:18]=1)[C:14]#[CH:15].[CH:23]1[CH:28]=CC(P(C2C=CC=CC=2)C2C=CC=CC=2)=C[CH:24]=1.CC[N:44]([CH2:47]C)CC.C[O:50]CCOC.O.C(O)C. The catalyst is Cl[Pd](Cl)([P](C1C=CC=CC=1)(C1C=CC=CC=1)C1C=CC=CC=1)[P](C1C=CC=CC=1)(C1C=CC=CC=1)C1C=CC=CC=1.[Cu]I. The product is [NH2:12][C:7]1[C:6]2[C:2]([C:15]#[C:14][CH2:13][O:16][C:17]3[CH:22]=[CH:21][CH:20]=[CH:19][CH:18]=3)=[CH:3][S:4][C:5]=2[C:10](/[CH:24]=[CH:23]/[C:28]([NH:44][CH3:47])=[O:50])=[CH:9][N:8]=1. The yield is 0.270. (4) The catalyst is C(O)C. The product is [CH2:38]([N:37]([CH3:36])[CH:17]([C:16]1[CH:19]=[CH:20][C:21]([C:23]([F:26])([F:25])[F:24])=[CH:22][C:15]=1[CH2:14][N:7]([CH2:6][C:5]1[CH:4]=[C:3]([C:2]([F:35])([F:34])[F:1])[CH:29]=[C:28]([C:30]([F:33])([F:32])[F:31])[CH:27]=1)[C:8]1[N:9]=[N:10][N:11]([CH3:13])[N:12]=1)[CH2:48][CH3:49])[C:39]1[CH:44]=[CH:43][CH:42]=[CH:41][CH:40]=1. The yield is 0.960. The reactants are [F:1][C:2]([F:35])([F:34])[C:3]1[CH:4]=[C:5]([CH:27]=[C:28]([C:30]([F:33])([F:32])[F:31])[CH:29]=1)[CH2:6][N:7]([CH2:14][C:15]1[CH:22]=[C:21]([C:23]([F:26])([F:25])[F:24])[CH:20]=[CH:19][C:16]=1[CH:17]=O)[C:8]1[N:9]=[N:10][N:11]([CH3:13])[N:12]=1.[CH3:36][NH:37][CH2:38][C:39]1[CH:44]=[CH:43][CH:42]=[CH:41][CH:40]=1.N1[C:49]2C=CC=C[C:48]=2N=N1. (5) The reactants are [C:1]([O:5][C:6](=[O:28])[NH:7][C:8]1[S:9][C:10]2[CH:16]=[C:15]([CH:17]=[O:18])[CH:14]=[C:13]([C:19]3[CH:24]=[CH:23][CH:22]=[C:21]([N+:25]([O-:27])=[O:26])[CH:20]=3)[C:11]=2[N:12]=1)([CH3:4])([CH3:3])[CH3:2].[BH4-].[Na+]. The catalyst is C(Cl)Cl.CO. The product is [C:1]([O:5][C:6](=[O:28])[NH:7][C:8]1[S:9][C:10]2[CH:16]=[C:15]([CH2:17][OH:18])[CH:14]=[C:13]([C:19]3[CH:24]=[CH:23][CH:22]=[C:21]([N+:25]([O-:27])=[O:26])[CH:20]=3)[C:11]=2[N:12]=1)([CH3:4])([CH3:2])[CH3:3]. The yield is 0.290. (6) The reactants are [Cl:1][C:2]1[CH:29]=[C:28]([Cl:30])[CH:27]=[CH:26][C:3]=1[C:4]([N:6]([C:15]1[CH:20]=[CH:19][C:18]([O:21][C:22]([F:25])([F:24])[F:23])=[CH:17][CH:16]=1)[C:7]1[S:8][CH:9]=[C:10]([C:12]([OH:14])=O)[N:11]=1)=[O:5].[NH:31]1[CH2:35][CH2:34][CH2:33][CH2:32]1.C(N1C=CN=C1)(N1C=CN=C1)=O.Cl. The catalyst is ClCCl. The product is [Cl:1][C:2]1[CH:29]=[C:28]([Cl:30])[CH:27]=[CH:26][C:3]=1[C:4]([N:6]([C:7]1[S:8][CH:9]=[C:10]([C:12]([N:31]2[CH2:35][CH2:34][CH2:33][CH2:32]2)=[O:14])[N:11]=1)[C:15]1[CH:20]=[CH:19][C:18]([O:21][C:22]([F:24])([F:25])[F:23])=[CH:17][CH:16]=1)=[O:5]. The yield is 0.650. (7) The reactants are [F:1][C:2]1[CH:28]=[CH:27][C:5]([CH2:6][O:7][CH2:8][C:9]([NH:11][CH2:12][CH2:13][CH2:14][C:15]2[CH:20]=[CH:19][C:18]([O:21][C@@H:22]3[CH2:26][CH2:25][NH:24][CH2:23]3)=[CH:17][CH:16]=2)=[O:10])=[CH:4][CH:3]=1.BrC[CH2:31][C:32]1N[C:34]2[C:39]([CH:40]=1)=C[CH:37]=[CH:36][CH:35]=2.C(=O)([O-])[O-].[K+].[K+].[CH3:47][N:48]([CH:50]=O)C. The yield is 0.350. The product is [NH:48]1[C:47]2[C:39](=[CH:34][CH:35]=[CH:36][CH:37]=2)[C:40]([CH2:32][CH2:31][N:24]2[CH2:25][CH2:26][C@@H:22]([O:21][C:18]3[CH:19]=[CH:20][C:15]([CH2:14][CH2:13][CH2:12][NH:11][C:9](=[O:10])[CH2:8][O:7][CH2:6][C:5]4[CH:4]=[CH:3][C:2]([F:1])=[CH:28][CH:27]=4)=[CH:16][CH:17]=3)[CH2:23]2)=[CH:50]1. No catalyst specified.